Task: Predict the reactants needed to synthesize the given product.. Dataset: Full USPTO retrosynthesis dataset with 1.9M reactions from patents (1976-2016) (1) Given the product [CH2:14]([O:17][C:18]1[CH:27]=[CH:26][C:21]([C:22]2[N:23]=[C:11]([C:7]3[S:8][C:9]([CH3:10])=[C:5]([CH2:1][CH:2]([CH3:3])[CH3:4])[CH:6]=3)[O:13][N:24]=2)=[C:20]([O:28][CH3:29])[CH:19]=1)[CH:15]=[CH2:16], predict the reactants needed to synthesize it. The reactants are: [CH2:1]([C:5]1[CH:6]=[C:7]([C:11]([OH:13])=O)[S:8][C:9]=1[CH3:10])[CH:2]([CH3:4])[CH3:3].[CH2:14]([O:17][C:18]1[CH:27]=[CH:26][C:21]([C:22]([NH:24]O)=[NH:23])=[C:20]([O:28][CH3:29])[CH:19]=1)[CH:15]=[CH2:16].CCN(C(C)C)C(C)C.CN(C(ON1N=NC2C=CC=CC1=2)=[N+](C)C)C.[B-](F)(F)(F)F. (2) Given the product [CH3:24][N:10]1[C:11]([CH2:12][CH2:13][C:14]2[CH:19]=[CH:18][C:17]([C:20]([F:23])([F:22])[F:21])=[CH:16][CH:15]=2)=[C:7]([B:29]2[O:33][C:32]([CH3:35])([CH3:34])[C:31]([CH3:37])([CH3:36])[O:30]2)[CH:8]=[N:9]1, predict the reactants needed to synthesize it. The reactants are: C([Mg]Cl)(C)C.I[C:7]1[CH:8]=[N:9][N:10]([CH3:24])[C:11]=1[CH2:12][CH2:13][C:14]1[CH:19]=[CH:18][C:17]([C:20]([F:23])([F:22])[F:21])=[CH:16][CH:15]=1.C(O[B:29]1[O:33][C:32]([CH3:35])([CH3:34])[C:31]([CH3:37])([CH3:36])[O:30]1)(C)C.